Dataset: Reaction yield outcomes from USPTO patents with 853,638 reactions. Task: Predict the reaction yield, written as a fraction of the theoretical maximum amount of product (1.0 means a 100% yield; for example, 0.34 means a 34% yield). (1) The reactants are [Br:1]Br.[CH3:3][O:4][C:5]1[CH:6]=[C:7]2[C:12](=[CH:13][CH:14]=1)[CH:11]=[C:10]([CH:15]=[O:16])[CH:9]=[CH:8]2. The catalyst is CC(O)=O. The product is [Br:1][C:6]1[C:5]([O:4][CH3:3])=[CH:14][CH:13]=[C:12]2[C:7]=1[CH:8]=[CH:9][C:10]([CH:15]=[O:16])=[CH:11]2. The yield is 0.790. (2) The reactants are [Br:1][C:2]1[N:3]=[C:4]([C:23]2[O:27][N:26]=[C:25]([C:28]3[CH:33]=[CH:32][C:31]([CH2:34]Br)=[CH:30][CH:29]=3)[CH:24]=2)[C:5]([N:8]([C:16]([O:18][C:19]([CH3:22])([CH3:21])[CH3:20])=[O:17])[C:9](=[O:15])[O:10][C:11]([CH3:14])([CH3:13])[CH3:12])=[N:6][CH:7]=1.[CH:36]1([NH2:39])[CH2:38][CH2:37]1.C(N(CC)CC)C.[C:47](=O)([O:53]C(C)(C)C)[O:48][C:49]([CH3:52])([CH3:51])[CH3:50]. The catalyst is CN(C=O)C.C(OCC)(=O)C. The product is [C:11]([O:10][C:9]([N:8]([C:16]([O:18][C:19]([CH3:22])([CH3:20])[CH3:21])=[O:17])[C:5]1[C:4]([C:23]2[O:27][N:26]=[C:25]([C:28]3[CH:33]=[CH:32][C:31]([CH2:34][N:39]([CH:36]4[CH2:38][CH2:37]4)[C:47](=[O:53])[O:48][C:49]([CH3:52])([CH3:51])[CH3:50])=[CH:30][CH:29]=3)[CH:24]=2)=[N:3][C:2]([Br:1])=[CH:7][N:6]=1)=[O:15])([CH3:13])([CH3:12])[CH3:14]. The yield is 0.710.